From a dataset of Merck oncology drug combination screen with 23,052 pairs across 39 cell lines. Regression. Given two drug SMILES strings and cell line genomic features, predict the synergy score measuring deviation from expected non-interaction effect. (1) Synergy scores: synergy=28.7. Cell line: LNCAP. Drug 2: CCc1c2c(nc3ccc(O)cc13)-c1cc3c(c(=O)n1C2)COC(=O)C3(O)CC. Drug 1: CC1(c2nc3c(C(N)=O)cccc3[nH]2)CCCN1. (2) Drug 1: CCC1=CC2CN(C1)Cc1c([nH]c3ccccc13)C(C(=O)OC)(c1cc3c(cc1OC)N(C)C1C(O)(C(=O)OC)C(OC(C)=O)C4(CC)C=CCN5CCC31C54)C2. Drug 2: C=CCn1c(=O)c2cnc(Nc3ccc(N4CCN(C)CC4)cc3)nc2n1-c1cccc(C(C)(C)O)n1. Cell line: A427. Synergy scores: synergy=-5.44. (3) Drug 1: CN(C)C(=N)N=C(N)N. Drug 2: C=CCn1c(=O)c2cnc(Nc3ccc(N4CCN(C)CC4)cc3)nc2n1-c1cccc(C(C)(C)O)n1. Cell line: HT29. Synergy scores: synergy=6.22. (4) Drug 1: C=CCn1c(=O)c2cnc(Nc3ccc(N4CCN(C)CC4)cc3)nc2n1-c1cccc(C(C)(C)O)n1. Drug 2: COC1=C2CC(C)CC(OC)C(O)C(C)C=C(C)C(OC(N)=O)C(OC)C=CC=C(C)C(=O)NC(=CC1=O)C2=O. Cell line: OVCAR3. Synergy scores: synergy=-23.1. (5) Cell line: UWB1289BRCA1. Synergy scores: synergy=-5.26. Drug 2: COC1=C2CC(C)CC(OC)C(O)C(C)C=C(C)C(OC(N)=O)C(OC)C=CC=C(C)C(=O)NC(=CC1=O)C2=O. Drug 1: CN(C)C(=N)N=C(N)N.